This data is from Catalyst prediction with 721,799 reactions and 888 catalyst types from USPTO. The task is: Predict which catalyst facilitates the given reaction. Reactant: [C:1]1([C:10]2[CH:15]=[CH:14][CH:13]=[CH:12][CH:11]=2)[CH:6]=[CH:5][CH:4]=[C:3]([C:7]([OH:9])=O)[CH:2]=1.C(N1C=CN=C1)(N1C=CN=C1)=O.Cl.Cl.[Cl:30][C:31]1[N:32]=[C:33]([N:42]2[CH2:47][CH2:46][NH:45][CH2:44][CH2:43]2)[C:34]2[CH:39]=[C:38]([CH2:40][CH3:41])[S:37][C:35]=2[N:36]=1.C(N(CC)CC)C. Product: [C:1]1([C:10]2[CH:15]=[CH:14][CH:13]=[CH:12][CH:11]=2)[CH:6]=[CH:5][CH:4]=[C:3]([C:7]([N:45]2[CH2:44][CH2:43][N:42]([C:33]3[C:34]4[CH:39]=[C:38]([CH2:40][CH3:41])[S:37][C:35]=4[N:36]=[C:31]([Cl:30])[N:32]=3)[CH2:47][CH2:46]2)=[O:9])[CH:2]=1. The catalyst class is: 139.